From a dataset of Reaction yield outcomes from USPTO patents with 853,638 reactions. Predict the reaction yield, written as a fraction of the theoretical maximum amount of product (1.0 means a 100% yield; for example, 0.34 means a 34% yield). (1) The reactants are [N:1]1([S:7]([C:10]2[CH:17]=[CH:16][C:13]([CH2:14][NH2:15])=[CH:12][CH:11]=2)(=[O:9])=[O:8])[CH2:6][CH2:5][CH2:4][CH2:3][CH2:2]1.[NH:18]1[C:26]2[C:21](=[N:22][CH:23]=[C:24]([C:27](O)=[O:28])[CH:25]=2)[CH:20]=[N:19]1.C1C=CC2N(O)N=NC=2C=1.CCN=C=NCCCN(C)C.CCN(C(C)C)C(C)C. The catalyst is CN(C=O)C. The product is [N:1]1([S:7]([C:10]2[CH:17]=[CH:16][C:13]([CH2:14][NH:15][C:27]([C:24]3[CH:25]=[C:26]4[NH:18][N:19]=[CH:20][C:21]4=[N:22][CH:23]=3)=[O:28])=[CH:12][CH:11]=2)(=[O:9])=[O:8])[CH2:2][CH2:3][CH2:4][CH2:5][CH2:6]1. The yield is 0.220. (2) The yield is 0.900. The catalyst is C(O)C.C(OCC)(=O)C. The product is [ClH:37].[CH3:1][O:2][CH2:3][CH2:4][CH2:5][S:6][C:7]1[CH:8]=[C:9]([O:29][C:30]2[C:31]([CH3:36])=[N:32][CH:33]=[CH:34][CH:35]=2)[C:10]([NH:13][C:14]2[S:18][N:17]=[C:16]([C@H:19]([OH:20])[CH2:23][OH:22])[N:15]=2)=[N:11][CH:12]=1. The reactants are [CH3:1][O:2][CH2:3][CH2:4][CH2:5][S:6][C:7]1[CH:8]=[C:9]([O:29][C:30]2[C:31]([CH3:36])=[N:32][CH:33]=[CH:34][CH:35]=2)[C:10]([NH:13][C:14]2[S:18][N:17]=[C:16]([C@H:19]3[CH2:23][O:22]C4(CCCCC4)[O:20]3)[N:15]=2)=[N:11][CH:12]=1.[ClH:37].C(=O)([O-])[O-].[Na+].[Na+]. (3) The reactants are [CH3:1][O:2][C:3]1[N:4]=[CH:5][C:6]([C:9]([OH:11])=O)=[N:7][CH:8]=1.[NH2:12][C:13]1[CH:14]=[CH:15][C:16]([F:31])=[C:17]([C@:19]2([CH3:30])[CH2:24][S:23](=[O:26])(=[O:25])[C:22]([CH3:28])([CH3:27])[C:21]([NH2:29])=[N:20]2)[CH:18]=1. No catalyst specified. The product is [NH2:29][C:21]1[C:22]([CH3:27])([CH3:28])[S:23](=[O:25])(=[O:26])[CH2:24][C@:19]([C:17]2[CH:18]=[C:13]([NH:12][C:9]([C:6]3[CH:5]=[N:4][C:3]([O:2][CH3:1])=[CH:8][N:7]=3)=[O:11])[CH:14]=[CH:15][C:16]=2[F:31])([CH3:30])[N:20]=1. The yield is 0.658. (4) The reactants are [NH:1]1[C:9]2[C:4](=[CH:5][CH:6]=[CH:7][CH:8]=2)[C:3](/[CH:10]=[C:11]2\[O:12][C:13]3[C:20]([C:21]([N:23]4[CH2:28][CH2:27][N:26](C(OC(C)(C)C)=O)[CH2:25][CH2:24]4)=[O:22])=[C:19]([OH:36])[CH:18]=[CH:17][C:14]=3[C:15]\2=[O:16])=[N:2]1.Cl. The yield is 0.420. The catalyst is C(Cl)Cl.O1CCOCC1. The product is [NH:1]1[C:9]2[C:4](=[CH:5][CH:6]=[CH:7][CH:8]=2)[C:3](/[CH:10]=[C:11]2\[O:12][C:13]3[C:20]([C:21]([N:23]4[CH2:24][CH2:25][NH:26][CH2:27][CH2:28]4)=[O:22])=[C:19]([OH:36])[CH:18]=[CH:17][C:14]=3[C:15]\2=[O:16])=[N:2]1. (5) The reactants are [F:1][C:2]([F:33])([F:32])[C:3]1[CH:4]=[C:5]([CH:25]=[C:26]([C:28]([F:31])([F:30])[F:29])[CH:27]=1)[CH2:6][N:7]([CH3:24])[C:8](=[O:23])[C:9]1[C:14]([C:15]2[CH:20]=[CH:19][CH:18]=[CH:17][C:16]=2[CH3:21])=[CH:13][C:12](Cl)=[N:11][CH:10]=1.CC(=O)CC.[IH:39].C(=O)(O)[O-].[Na+]. The catalyst is C(OCC)(=O)C. The product is [F:1][C:2]([F:33])([F:32])[C:3]1[CH:4]=[C:5]([CH:25]=[C:26]([C:28]([F:31])([F:30])[F:29])[CH:27]=1)[CH2:6][N:7]([CH3:24])[C:8](=[O:23])[C:9]1[C:14]([C:15]2[CH:20]=[CH:19][CH:18]=[CH:17][C:16]=2[CH3:21])=[CH:13][C:12]([I:39])=[N:11][CH:10]=1. The yield is 0.936. (6) The reactants are C1(C)C=CC(S(CC[O:12][C:13](=[O:50])[C:14]2[CH:19]=[C:18]([S:20]([N:23]3[C:27]4[CH:28]=[CH:29][CH:30]=[CH:31][C:26]=4[N:25]=[C:24]3[S:32]([CH2:34][C:35]3[C:40]([CH3:41])=[C:39]([O:42][CH2:43][C:44]([F:47])([F:46])[F:45])[CH:38]=[CH:37][N:36]=3)=[O:33])(=[O:22])=[O:21])[CH:17]=[CH:16][C:15]=2[O:48][CH3:49])(=O)=O)=CC=1.C([O-])(O)=O.[Na+:56].O.CC(O)C. The catalyst is CC#N. The product is [Na+:56].[CH3:49][O:48][C:15]1[CH:16]=[CH:17][C:18]([S:20]([N:23]2[C:27]3[CH:28]=[CH:29][CH:30]=[CH:31][C:26]=3[N:25]=[C:24]2[S:32]([CH2:34][C:35]2[C:40]([CH3:41])=[C:39]([O:42][CH2:43][C:44]([F:46])([F:47])[F:45])[CH:38]=[CH:37][N:36]=2)=[O:33])(=[O:22])=[O:21])=[CH:19][C:14]=1[C:13]([O-:50])=[O:12]. The yield is 0.650. (7) The reactants are F[C:2]1[C:10]([F:11])=[C:9]([F:12])[CH:8]=[CH:7][C:3]=1[C:4]([OH:6])=[O:5].[Br:13][C:14]1[CH:20]=[CH:19][C:17]([NH2:18])=[C:16]([Cl:21])[CH:15]=1.[NH2-].[Li+].Cl. The catalyst is C(#N)C. The product is [Br:13][C:14]1[CH:20]=[CH:19][C:17]([NH:18][C:2]2[C:10]([F:11])=[C:9]([F:12])[CH:8]=[CH:7][C:3]=2[C:4]([OH:6])=[O:5])=[C:16]([Cl:21])[CH:15]=1. The yield is 0.940. (8) The reactants are [CH3:1][C:2]1[CH:7]=[C:6]([NH2:8])[C:5]([CH3:9])=[CH:4][C:3]=1[NH2:10].[CH3:11][C:12]([O:15][C:16](O[C:16]([O:15][C:12]([CH3:14])([CH3:13])[CH3:11])=[O:17])=[O:17])([CH3:14])[CH3:13]. The catalyst is C1COCC1. The product is [C:12]([O:15][C:16](=[O:17])[NH:8][C:6]1[CH:7]=[C:2]([CH3:1])[C:3]([NH2:10])=[CH:4][C:5]=1[CH3:9])([CH3:14])([CH3:13])[CH3:11]. The yield is 0.900.